From a dataset of hERG potassium channel inhibition data for cardiac toxicity prediction from Karim et al.. Regression/Classification. Given a drug SMILES string, predict its toxicity properties. Task type varies by dataset: regression for continuous values (e.g., LD50, hERG inhibition percentage) or binary classification for toxic/non-toxic outcomes (e.g., AMES mutagenicity, cardiotoxicity, hepatotoxicity). Dataset: herg_karim. (1) The molecule is CCc1cc2c(nc1CNC13CCC(C[C@]4(O)Cn5c(=O)ccc6ncc(F)c4c65)(CC1)OC3)NC(=O)CO2. The result is 0 (non-blocker). (2) The compound is Cl.O=C(c1ccc(Cl)cc1)N1CCN(c2ccc(OC3CCN(C4CCC4)CC3)cc2)C(=O)C1. The result is 0 (non-blocker). (3) The compound is COc1ccc2c(c1)c(/C=N/NS(=O)(=O)c1ccc(C)cc1)cn2CC(=O)Nc1ccc(Cl)cc1. The result is 0 (non-blocker). (4) The drug is NC(=O)c1cccc(OC2CC3CCC(C2)N3C2(c3ccccc3)CC2)c1. The result is 1 (blocker). (5) The molecule is NS(=O)(=O)c1ccc(Oc2ccc3ccc(=O)n(CCN4CCC(NCc5ccc6c(n5)NC(=O)CO6)CC4)c3n2)cc1. The result is 0 (non-blocker).